Dataset: Reaction yield outcomes from USPTO patents with 853,638 reactions. Task: Predict the reaction yield, written as a fraction of the theoretical maximum amount of product (1.0 means a 100% yield; for example, 0.34 means a 34% yield). (1) The reactants are [OH:1]S(O)(=O)=O.[Br:6][C:7]1[CH:8]=[N:9][CH:10]=[C:11]([NH:13][C:14]([O:16][CH2:17][CH3:18])=[O:15])[CH:12]=1.[NH4+:19].[OH-:20]. No catalyst specified. The product is [Br:6][C:7]1[CH:12]=[C:11]([NH:13][C:14]([O:16][CH2:17][CH3:18])=[O:15])[C:10]([N+:9]([O-:1])=[O:20])=[N:19][CH:8]=1. The yield is 0.540. (2) The reactants are [CH:1]1([C:6]([OH:8])=[O:7])[CH2:5][CH:4]=[CH:3][CH2:2]1.[C:9]([Li])(C)(C)C.IC. The catalyst is C1COCC1. The product is [CH3:9][C:1]1([C:6]([OH:8])=[O:7])[CH2:5][CH:4]=[CH:3][CH2:2]1. The yield is 1.00. (3) The reactants are [CH3:1][C:2]1[CH:10]=[CH:9][C:8]([C:11]#[C:12][Si](C)(C)C)=[CH:7][C:3]=1[C:4]([NH2:6])=[O:5].CCCC[N+](CCCC)(CCCC)CCCC.[F-]. The catalyst is C1COCC1. The product is [C:11]([C:8]1[CH:9]=[CH:10][C:2]([CH3:1])=[C:3]([CH:7]=1)[C:4]([NH2:6])=[O:5])#[CH:12]. The yield is 0.670. (4) The reactants are COC1OCC([CH2:9][O:10][C:11]2[CH:16]=[CH:15][N:14]=[C:13]([CH2:17][S:18]([C:20]3[NH:24][C:23]4[CH:25]=[CH:26][CH:27]=[CH:28][C:22]=4[N:21]=3)=[O:19])[C:12]=2[CH3:29])CO1.[Na:30].COC1OCC(COC2C=CN=C(CS(C3NC4C=CC=CC=4N=3)=O)C=2C)CO1.[CH3:60][C:61]1([CH2:69]CO)[O:66][CH2:65][C:64]([CH3:68])([CH3:67])[CH2:63][O:62]1. No catalyst specified. The product is [Na:30].[CH3:29][C:12]1[C:13]([CH2:17][S:18]([C:20]2[NH:21][C:22]3[CH:28]=[CH:27][CH:26]=[CH:25][C:23]=3[N:24]=2)=[O:19])=[N:14][CH:15]=[CH:16][C:11]=1[O:10][CH2:9][CH2:60][C:61]1([CH3:69])[O:66][CH2:65][C:64]([CH3:68])([CH3:67])[CH2:63][O:62]1. The yield is 0.0720.